From a dataset of Catalyst prediction with 721,799 reactions and 888 catalyst types from USPTO. Predict which catalyst facilitates the given reaction. (1) Reactant: Br[CH2:2][C:3]1[CH:4]=[C:5]([CH:10]=[CH:11][CH:12]=1)[C:6]([O:8][CH3:9])=[O:7].[F-].[CH2:14]([N+:18](CCCC)(CCCC)CCCC)CCC.C[Si](C#N)(C)C. Product: [C:14]([CH2:2][C:3]1[CH:4]=[C:5]([CH:10]=[CH:11][CH:12]=1)[C:6]([O:8][CH3:9])=[O:7])#[N:18]. The catalyst class is: 23. (2) Reactant: [O:1]1[CH:5]=[CH:4][CH:3]=[C:2]1[C:6]1[N:11]=[C:10]2[NH:12][N:13]=[C:14]([NH2:15])[C:9]2=[CH:8][C:7]=1[C:16]1[CH:21]=[CH:20][N:19]=[C:18]([S:22][CH3:23])[N:17]=1.[C:24](OC(=O)C)(=[O:26])[CH3:25].O. Product: [O:1]1[CH:5]=[CH:4][CH:3]=[C:2]1[C:6]1[N:11]=[C:10]2[NH:12][N:13]=[C:14]([NH:15][C:24](=[O:26])[CH3:25])[C:9]2=[CH:8][C:7]=1[C:16]1[CH:21]=[CH:20][N:19]=[C:18]([S:22][CH3:23])[N:17]=1. The catalyst class is: 17.